This data is from Catalyst prediction with 721,799 reactions and 888 catalyst types from USPTO. The task is: Predict which catalyst facilitates the given reaction. (1) Reactant: [Cl:1][C:2]1[N:7]=[C:6]2[N:8]([CH2:12][CH2:13][CH2:14][NH:15][C:16](=[O:19])[O:17][CH3:18])[CH:9]=[C:10](I)[C:5]2=[N:4][CH:3]=1.Cl.[OH-].[Na+].C(=O)([O-])O.[Na+].[O:28]1CCO[CH2:30][CH2:29]1. Product: [CH3:18][O:17][C:16](=[O:19])[NH:15][CH2:14][CH2:13][CH2:12][N:8]1[C:6]2=[N:7][C:2]([Cl:1])=[CH:3][N:4]=[C:5]2[C:10]([C:29](=[O:28])[CH3:30])=[CH:9]1. The catalyst class is: 73. (2) Reactant: [CH:1]([O:4][C:5]1[CH:13]=[CH:12][C:8]([C:9]([OH:11])=[O:10])=[CH:7][C:6]=1[C:14]([N:16]1[CH2:21][CH2:20][N:19]([C:22]2[CH:27]=[CH:26][C:25]([C:28]([F:31])([F:30])[F:29])=[CH:24][CH:23]=2)[CH2:18][CH2:17]1)=[O:15])([CH3:3])[CH3:2].[CH:32]1N=CN(C(N2C=NC=C2)=O)C=1.CO. Product: [CH3:32][O:10][C:9](=[O:11])[C:8]1[CH:12]=[CH:13][C:5]([O:4][CH:1]([CH3:3])[CH3:2])=[C:6]([C:14]([N:16]2[CH2:21][CH2:20][N:19]([C:22]3[CH:23]=[CH:24][C:25]([C:28]([F:30])([F:31])[F:29])=[CH:26][CH:27]=3)[CH2:18][CH2:17]2)=[O:15])[CH:7]=1. The catalyst class is: 3. (3) Reactant: C1(P(C2CCCCC2)C2CCCCC2)CCCCC1.Br[C:21]1[C:33]2[C:32]3[C:27](=[CH:28][C:29]([C:34]([OH:37])([CH3:36])[CH3:35])=[CH:30][CH:31]=3)[NH:26][C:25]=2[C:24]([C:38]([NH2:40])=[O:39])=[CH:23][CH:22]=1.[CH3:41][C:42]1([CH3:58])[C:46]([CH3:48])([CH3:47])[O:45][B:44]([B:44]2[O:45][C:46]([CH3:48])([CH3:47])[C:42]([CH3:58])([CH3:41])[O:43]2)[O:43]1.C([O-])(=O)C.[K+]. Product: [OH:37][C:34]([C:29]1[CH:28]=[C:27]2[C:32]([C:33]3[C:21]([B:44]4[O:45][C:46]([CH3:48])([CH3:47])[C:42]([CH3:58])([CH3:41])[O:43]4)=[CH:22][CH:23]=[C:24]([C:38]([NH2:40])=[O:39])[C:25]=3[NH:26]2)=[CH:31][CH:30]=1)([CH3:36])[CH3:35]. The catalyst class is: 62. (4) Reactant: [Na+].[C:2]1([S:8]([O-:10])=[O:9])[CH:7]=[CH:6][CH:5]=[CH:4][CH:3]=1.[CH3:11][CH:12]1[CH2:17][CH2:16][C:15](=[O:18])[CH:14]=[CH:13]1.Cl. Product: [CH3:11][CH:12]1[CH2:17][CH2:16][C:15](=[O:18])[CH2:14][CH:13]1[S:8]([C:2]1[CH:7]=[CH:6][CH:5]=[CH:4][CH:3]=1)(=[O:10])=[O:9]. The catalyst class is: 6. (5) Reactant: [N:1]1([CH2:7][CH2:8][CH2:9][O:10][C:11]2[CH:21]=[CH:20][C:14]3[CH2:15][CH2:16][NH:17][CH2:18][CH2:19][C:13]=3[CH:12]=2)[CH2:6][CH2:5][CH2:4][CH2:3][CH2:2]1.CCN(C(C)C)C(C)C.[C:31]1([S:37](Cl)(=[O:39])=[O:38])[CH:36]=[CH:35][CH:34]=[CH:33][CH:32]=1.C(O)C(N)(CO)CO. Product: [C:31]1([S:37]([N:17]2[CH2:18][CH2:19][C:13]3[CH:12]=[C:11]([O:10][CH2:9][CH2:8][CH2:7][N:1]4[CH2:2][CH2:3][CH2:4][CH2:5][CH2:6]4)[CH:21]=[CH:20][C:14]=3[CH2:15][CH2:16]2)(=[O:39])=[O:38])[CH:36]=[CH:35][CH:34]=[CH:33][CH:32]=1. The catalyst class is: 79. (6) Reactant: [CH3:1][O:2][C:3]1[CH:4]=[C:5]([NH2:10])[C:6]([NH2:9])=[CH:7][CH:8]=1.[F:11][C:12]([F:21])([F:20])[C:13](=O)[C:14]([O:16]CC)=[O:15]. Product: [CH3:1][O:2][C:3]1[CH:4]=[C:5]2[C:6](=[CH:7][CH:8]=1)[NH:9][C:14](=[O:15])[C:13]([C:12]([F:21])([F:20])[F:11])=[N:10]2.[CH3:1][O:2][C:3]1[CH:4]=[C:5]2[C:6]([N:9]=[C:13]([C:12]([F:11])([F:20])[F:21])[C:14](=[O:16])[NH:10]2)=[CH:7][CH:8]=1. The catalyst class is: 351. (7) Reactant: [N+:1]([C:4]1[CH:8]=[CH:7][NH:6][N:5]=1)([O-:3])=[O:2].[H-].[Na+].[Cl:11][C:12]1[CH:19]=[CH:18][C:15]([CH2:16]Br)=[CH:14][CH:13]=1. Product: [Cl:11][C:12]1[CH:19]=[CH:18][C:15]([CH2:16][N:6]2[CH:7]=[CH:8][C:4]([N+:1]([O-:3])=[O:2])=[N:5]2)=[CH:14][CH:13]=1. The catalyst class is: 9.